From a dataset of hERG Central: cardiac toxicity at 1µM, 10µM, and general inhibition. Predict hERG channel inhibition at various concentrations. (1) The compound is CN1CCN(CCCN(Cc2ccco2)C(=S)Nc2ccc(Cl)cc2)CC1. Results: hERG_inhib (hERG inhibition (general)): blocker. (2) The molecule is O=C(NCCCc1ccccc1)C1CCC(=O)N(CCc2ccc(Cl)cc2)C1. Results: hERG_inhib (hERG inhibition (general)): blocker. (3) The molecule is CCOC(=O)c1c(CSc2ccc(CC)cc2)oc2ccc(O)c(CN(C)C)c12.Cl. Results: hERG_inhib (hERG inhibition (general)): blocker. (4) The molecule is O=C(NCc1nc2ccccc2[nH]1)C1=C[C@H](c2coc3ccccc3c2=O)C[C@H](OCCCCO)O1. Results: hERG_inhib (hERG inhibition (general)): blocker.